From a dataset of Full USPTO retrosynthesis dataset with 1.9M reactions from patents (1976-2016). Predict the reactants needed to synthesize the given product. (1) Given the product [CH3:20][S:21]([OH:24])(=[O:23])=[O:22].[CH3:12][N:13]1[CH2:17][CH2:18][N:1]([C:2]2[C:10]3[O:9][C:8](=[O:11])[NH:7][C:6]=3[CH:5]=[CH:4][CH:3]=2)[CH2:15][CH2:14]1, predict the reactants needed to synthesize it. The reactants are: [NH2:1][C:2]1[C:10]2[O:9][C:8](=[O:11])[NH:7][C:6]=2[CH:5]=[CH:4][CH:3]=1.[CH3:12][N:13]([CH2:17][CH2:18]O)[CH2:14][CH2:15]O.[CH3:20][S:21]([O:24]S(C)(=O)=O)(=[O:23])=[O:22]. (2) The reactants are: O[CH:2]1[C:10]2[C:5](=[CH:6][CH:7]=[C:8]([C:11]#[N:12])[CH:9]=2)[CH2:4][C:3]1([CH3:14])[CH3:13].C1C=CC(P([N:29]=[N+:30]=[N-:31])(C2C=CC=CC=2)=O)=CC=1.C1CCN2C(=NCCC2)CC1. Given the product [N:29]([CH:2]1[C:10]2[C:5](=[CH:6][CH:7]=[C:8]([C:11]#[N:12])[CH:9]=2)[CH2:4][C:3]1([CH3:14])[CH3:13])=[N+:30]=[N-:31], predict the reactants needed to synthesize it. (3) Given the product [CH3:1][O:2][C:3]([C:4]1[N:15]=[CH:16][O:17][C:5]=1[C:7]1[CH:12]=[CH:11][C:10]([CH3:13])=[C:9]([CH3:14])[CH:8]=1)=[O:18], predict the reactants needed to synthesize it. The reactants are: [CH3:1][O:2][C:3](=[O:18])[CH:4]([NH:15][CH:16]=[O:17])[C:5]([C:7]1[CH:12]=[CH:11][C:10]([CH3:13])=[C:9]([CH3:14])[CH:8]=1)=O.C1(P(C2C=CC=CC=2)C2C=CC=CC=2)C=CC=CC=1.II. (4) Given the product [Cl:1][C:2]1[CH:3]=[C:4]([CH:9]=[C:10]([S:12]([CH3:13])=[O:22])[N:11]=1)[C:5]([O:7][CH3:8])=[O:6], predict the reactants needed to synthesize it. The reactants are: [Cl:1][C:2]1[CH:3]=[C:4]([CH:9]=[C:10]([S:12][CH3:13])[N:11]=1)[C:5]([O:7][CH3:8])=[O:6].C1C=C(Cl)C=C(C(OO)=[O:22])C=1. (5) Given the product [Br:12][C:7]1[C:5]2[N:6]=[C:2]([CH3:1])[S:3][C:4]=2[CH:10]=[CH:9][C:8]=1[CH3:11], predict the reactants needed to synthesize it. The reactants are: [CH3:1][C:2]1[S:3][C:4]2[CH:10]=[CH:9][C:8]([CH3:11])=[CH:7][C:5]=2[N:6]=1.[Br:12]Br.